The task is: Predict the reactants needed to synthesize the given product.. This data is from Full USPTO retrosynthesis dataset with 1.9M reactions from patents (1976-2016). (1) Given the product [CH2:8]([O:7][C:5](=[O:6])[C:4]([O:3][CH2:1][CH3:2])=[CH:18][C:10]1[CH:15]=[CH:14][C:13]([CH3:16])=[CH:12][CH:11]=1)[CH3:9], predict the reactants needed to synthesize it. The reactants are: [CH2:1]([O:3][CH2:4][C:5]([O:7][CH2:8][CH3:9])=[O:6])[CH3:2].[C:10]1([CH3:18])[CH:15]=[CH:14][C:13]([CH:16]=O)=[CH:12][CH:11]=1.CC(C)([O-])C.[K+]. (2) Given the product [CH:1]1([NH:7][C:8]2[CH:15]=[CH:14][C:11]([C:12]3[NH:25][N:24]=[N:23][N:13]=3)=[CH:10][C:9]=2[N+:16]([O-:18])=[O:17])[CH2:2][CH2:3][CH2:4][CH2:5][CH2:6]1, predict the reactants needed to synthesize it. The reactants are: [CH:1]1([NH:7][C:8]2[CH:15]=[CH:14][C:11]([C:12]#[N:13])=[CH:10][C:9]=2[N+:16]([O-:18])=[O:17])[CH2:6][CH2:5][CH2:4][CH2:3][CH2:2]1.[Sn]([N:23]=[N+:24]=[N-:25])(C)(C)C. (3) Given the product [CH3:28][C:25]1([CH3:27])[C:24]([CH3:29])([CH3:30])[O:23][B:22]([C:2]2[CH:3]=[CH:4][C:5]([O:39][CH2:38][CH2:37][CH2:33][C:32]([OH:35])=[O:34])=[CH:6][CH:7]=2)[O:26]1, predict the reactants needed to synthesize it. The reactants are: I[C:2]1[CH:7]=[CH:6][C:5](CCCC(O)=O)=[CH:4][CH:3]=1.[CH3:29][C:24]1([CH3:30])[C:25]([CH3:28])([CH3:27])[O:26][B:22]([B:22]2[O:26][C:25]([CH3:28])([CH3:27])[C:24]([CH3:30])([CH3:29])[O:23]2)[O:23]1.[C:32]([O-:35])(=[O:34])[CH3:33].[K+].[CH3:37][CH2:38][O:39]C(C)=O. (4) Given the product [NH2:1][C:2]1[N:10]=[C:9]2[C:5]([NH:6][CH:7]=[N:8]2)=[C:4]([O:21][CH2:14][C:15]2[CH:20]=[CH:19][CH:18]=[CH:17][CH:16]=2)[N:3]=1, predict the reactants needed to synthesize it. The reactants are: [NH2:1][C:2]1[N:10]=[C:9]2[C:5]([NH:6][CH:7]=[N:8]2)=[C:4](Cl)[N:3]=1.[OH-].[Na+].[CH2:14]([OH:21])[C:15]1[CH:20]=[CH:19][CH:18]=[CH:17][CH:16]=1. (5) Given the product [CH3:1][CH:2]1[CH2:3][C:4]([C:9]2[CH:14]=[CH:13][N:12]=[CH:11][C:10]=2[N+:15]([O-:17])=[O:16])=[CH:5][C:6]([O:8][Si:20]([CH3:22])([CH3:21])[CH3:19])=[CH:7]1, predict the reactants needed to synthesize it. The reactants are: [CH3:1][CH:2]1[CH2:7][C:6](=[O:8])[CH:5]=[C:4]([C:9]2[CH:14]=[CH:13][N:12]=[CH:11][C:10]=2[N+:15]([O-:17])=[O:16])[CH2:3]1.[Li+].[CH3:19][Si:20]([N-][Si:20]([CH3:22])([CH3:21])[CH3:19])([CH3:22])[CH3:21]. (6) Given the product [OH:4][CH2:3][CH2:2][NH:1][C:25](/[C:26](/[NH:27][C:23](=[O:24])[C:20]1[CH:19]=[CH:18][C:17]([O:16][CH2:12][CH:13]([CH3:15])[CH3:14])=[CH:22][CH:21]=1)=[CH:28]\[C:29]1[CH:30]=[CH:31][C:32]([O:35][CH:36]([CH3:38])[CH3:37])=[CH:33][CH:34]=1)=[O:39], predict the reactants needed to synthesize it. The reactants are: [NH2:1][CH2:2][CH2:3][OH:4].C1(C)C=CC=CC=1.[CH2:12]([O:16][C:17]1[CH:22]=[CH:21][C:20]([C:23]2[O:24][C:25](=[O:39])[C:26](=[CH:28][C:29]3[CH:34]=[CH:33][C:32]([O:35][CH:36]([CH3:38])[CH3:37])=[CH:31][CH:30]=3)[N:27]=2)=[CH:19][CH:18]=1)[CH:13]([CH3:15])[CH3:14].